This data is from hERG Central: cardiac toxicity at 1µM, 10µM, and general inhibition. The task is: Predict hERG channel inhibition at various concentrations. (1) The molecule is O=[N+]([O-])c1ccc(N2CCN(Cc3cccc([N+](=O)[O-])c3)CC2)cc1. Results: hERG_inhib (hERG inhibition (general)): blocker. (2) The compound is N#CC1(c2ccccc2)CCC(NCCc2ccccc2)CC1.O=C(O)C(=O)O. Results: hERG_inhib (hERG inhibition (general)): blocker. (3) The molecule is O=C(CSc1nnc(-c2ccncc2)n1Cc1ccco1)Nc1nc(-c2ccccc2)cs1. Results: hERG_inhib (hERG inhibition (general)): blocker. (4) The molecule is CCOC(=O)N1CCC(NC(=O)C2CCCN(Cc3nc(-c4ccc(CC)cc4)oc3C)C2)CC1. Results: hERG_inhib (hERG inhibition (general)): blocker.